From a dataset of Forward reaction prediction with 1.9M reactions from USPTO patents (1976-2016). Predict the product of the given reaction. (1) Given the reactants [NH2:1][C:2]1[CH:3]=[C:4]2[C:9](=[CH:10][CH:11]=1)[C:8](=[O:12])[CH2:7][CH2:6][CH2:5]2.[CH2:13]([C:16]1[CH:24]=[CH:23][C:19]([C:20](Cl)=[O:21])=[CH:18][CH:17]=1)[CH2:14][CH3:15].C(N(CC)CC)C, predict the reaction product. The product is: [O:12]=[C:8]1[CH2:7][CH2:6][CH2:5][C:4]2[CH:3]=[C:2]([NH:1][C:20](=[O:21])[C:19]3[CH:23]=[CH:24][C:16]([CH2:13][CH2:14][CH3:15])=[CH:17][CH:18]=3)[CH:11]=[CH:10][C:9]1=2. (2) Given the reactants [OH:1][C:2]1[CH:52]=[CH:51][C:5]([CH2:6][NH:7][C:8]([C:10]2[CH:11]=[C:12]([CH2:16][CH2:17][NH:18][C:19]([C@:21]34[CH2:47][CH2:46][C@@H:45]([C:48]([CH3:50])=[CH2:49])[CH:22]3[CH:23]3[C@@:36]([CH3:39])([CH2:37][CH2:38]4)[C@@:35]4([CH3:40])[CH:26]([C@:27]5([CH3:44])[CH:32]([CH2:33][CH2:34]4)[C:31]([CH3:42])([CH3:41])[C@@H:30]([OH:43])[CH2:29][CH2:28]5)[CH2:25][CH2:24]3)=[O:20])[CH:13]=[CH:14][CH:15]=2)=[O:9])=[CH:4][CH:3]=1.[Br:53][CH2:54][CH2:55][CH2:56]Br.C([O-])([O-])=O.[K+].[K+], predict the reaction product. The product is: [Br:53][CH2:54][CH2:55][CH2:56][O:1][C:2]1[CH:3]=[CH:4][C:5]([CH2:6][NH:7][C:8]([C:10]2[CH:11]=[C:12]([CH2:16][CH2:17][NH:18][C:19]([C@:21]34[CH2:47][CH2:46][C@@H:45]([C:48]([CH3:50])=[CH2:49])[CH:22]3[CH:23]3[C@@:36]([CH3:39])([CH2:37][CH2:38]4)[C@@:35]4([CH3:40])[CH:26]([C@:27]5([CH3:44])[CH:32]([CH2:33][CH2:34]4)[C:31]([CH3:41])([CH3:42])[C@@H:30]([OH:43])[CH2:29][CH2:28]5)[CH2:25][CH2:24]3)=[O:20])[CH:13]=[CH:14][CH:15]=2)=[O:9])=[CH:51][CH:52]=1. (3) Given the reactants [Cl-].[Al+3].[Cl-].[Cl-].[CH3:5][O:6][C:7]1[CH:12]=[CH:11][C:10]([O:13][CH3:14])=[CH:9][C:8]=1[CH2:15][C@H:16]([NH:18][C:19](=[O:24])[C:20]([F:23])([F:22])[F:21])[CH3:17].[C:25](Cl)(=[O:32])[C:26]1[CH:31]=[CH:30][CH:29]=[CH:28][CH:27]=1, predict the reaction product. The product is: [C:25]([C:11]1[C:10]([O:13][CH3:14])=[CH:9][C:8]([CH2:15][C@H:16]([NH:18][C:19](=[O:24])[C:20]([F:21])([F:22])[F:23])[CH3:17])=[C:7]([O:6][CH3:5])[CH:12]=1)(=[O:32])[C:26]1[CH:31]=[CH:30][CH:29]=[CH:28][CH:27]=1. (4) The product is: [NH:23]1[C:19]2[C:18](=[CH:17][C:22]([CH2:14][NH:13][CH:12]([CH:55]3[CH2:53][CH2:52]3)[CH3:58])=[CH:21][CH:20]=2)[CH:26]=[CH:24]1. Given the reactants C(N(C(C1CC1)C)C(=O)CN1C(=O)[C@:14]2([C:22]3[C:17](=[CH:18][C:19]([NH:23][C:24]([C:26]4C=NOC=4C)=O)=[CH:20][CH:21]=3)CC2)[NH:13][C:12]1=O)C1C=CC=CC=1.CC(OC(OC(O[C:52]([CH3:55])(C)[CH3:53])=O)=O)(C)C.[OH-].[Na+].[CH2:58]1COCC1, predict the reaction product. (5) Given the reactants [CH3:1][C:2]1[CH:7]=[CH:6][N:5]=[CH:4][C:3]=1[N:8]1[CH2:12][CH2:11][NH:10][C:9]1=[O:13].Br[C:15]1[CH:20]=[CH:19][C:18]([C:21]2[CH:26]=[CH:25][CH:24]=[CH:23][CH:22]=2)=[CH:17][CH:16]=1.N[C@@H]1CCCC[C@H]1N.C(=O)([O-])[O-].[K+].[K+], predict the reaction product. The product is: [C:18]1([C:21]2[CH:22]=[CH:23][CH:24]=[CH:25][CH:26]=2)[CH:19]=[CH:20][C:15]([N:10]2[CH2:11][CH2:12][N:8]([C:3]3[CH:4]=[N:5][CH:6]=[CH:7][C:2]=3[CH3:1])[C:9]2=[O:13])=[CH:16][CH:17]=1. (6) The product is: [C:1]([C:4]1[CH:27]=[CH:26][C:7]([O:8][CH2:9][C:10]2[CH:15]=[CH:14][C:13]([CH2:16][C:17]3[CH:18]=[C:19]([CH:22]=[CH:23][CH:24]=3)[C:20]#[N:21])=[CH:12][CH:11]=2)=[C:6]([C:28]([F:30])([F:31])[F:29])[C:5]=1[OH:32])(=[O:3])[CH3:2]. Given the reactants [C:1]([C:4]1[CH:27]=[CH:26][C:7]([O:8][CH2:9][C:10]2[CH:15]=[CH:14][C:13]([CH:16](O)[C:17]3[CH:18]=[C:19]([CH:22]=[CH:23][CH:24]=3)[C:20]#[N:21])=[CH:12][CH:11]=2)=[C:6]([C:28]([F:31])([F:30])[F:29])[C:5]=1[OH:32])(=[O:3])[CH3:2].[SiH](CC)(CC)CC.B(F)(F)F, predict the reaction product. (7) Given the reactants Br[C:2]1[C:15]([CH3:16])=[C:14]([C:17]#[N:18])[C:5]2[N:6]=[C:7]([C:9]([N:11]([CH3:13])[CH3:12])=[O:10])[O:8][C:4]=2[C:3]=1[F:19].C([Sn](CCCC)(CCCC)[C:25]([O:27][CH2:28][CH3:29])=[CH2:26])CCC.C(C1C(O)=C(C(C)(C)C)C=C(C)C=1)(C)(C)C, predict the reaction product. The product is: [C:17]([C:14]1[C:5]2[N:6]=[C:7]([C:9]([N:11]([CH3:13])[CH3:12])=[O:10])[O:8][C:4]=2[C:3]([F:19])=[C:2]([C:25]([O:27][CH2:28][CH3:29])=[CH2:26])[C:15]=1[CH3:16])#[N:18].